From a dataset of Peptide-MHC class II binding affinity with 134,281 pairs from IEDB. Regression. Given a peptide amino acid sequence and an MHC pseudo amino acid sequence, predict their binding affinity value. This is MHC class II binding data. (1) The peptide sequence is AFKVASTAANAAPAN. The MHC is HLA-DPA10201-DPB11401 with pseudo-sequence HLA-DPA10201-DPB11401. The binding affinity (normalized) is 0.833. (2) The peptide sequence is GQKYFKGNFQRLAIT. The MHC is DRB4_0101 with pseudo-sequence DRB4_0103. The binding affinity (normalized) is 0.245.